Dataset: Peptide-MHC class II binding affinity with 134,281 pairs from IEDB. Task: Regression. Given a peptide amino acid sequence and an MHC pseudo amino acid sequence, predict their binding affinity value. This is MHC class II binding data. (1) The peptide sequence is LNEDLRSWTAADTAY. The MHC is HLA-DQA10102-DQB10602 with pseudo-sequence HLA-DQA10102-DQB10602. The binding affinity (normalized) is 0.463. (2) The peptide sequence is YCDMMSLNLTIVSVS. The MHC is HLA-DQA10401-DQB10402 with pseudo-sequence HLA-DQA10401-DQB10402. The binding affinity (normalized) is 0.546. (3) The peptide sequence is LSEEKVPWDQVVMTS. The MHC is DRB4_0103 with pseudo-sequence DRB4_0103. The binding affinity (normalized) is 0.392. (4) The peptide sequence is DPRQGLAVLRKVKRV. The MHC is HLA-DQA10501-DQB10302 with pseudo-sequence HLA-DQA10501-DQB10302. The binding affinity (normalized) is 0.203. (5) The peptide sequence is AFKVAATAQNAAPAN. The binding affinity (normalized) is 0.800. The MHC is DRB1_0802 with pseudo-sequence DRB1_0802. (6) The peptide sequence is QKKYFAATQFEPLAA. The MHC is HLA-DPA10201-DPB10501 with pseudo-sequence HLA-DPA10201-DPB10501. The binding affinity (normalized) is 0.793. (7) The peptide sequence is ALSKTDSRKYENAVW. The MHC is DRB1_0101 with pseudo-sequence DRB1_0101. The binding affinity (normalized) is 0.482. (8) The peptide sequence is TMAEVRLAAMFFCAVKK. The MHC is DRB1_1101 with pseudo-sequence DRB1_1101. The binding affinity (normalized) is 0.576. (9) The peptide sequence is CGYLMFLGGVKPTHI. The MHC is DRB5_0101 with pseudo-sequence DRB5_0101. The binding affinity (normalized) is 1.00.